This data is from Full USPTO retrosynthesis dataset with 1.9M reactions from patents (1976-2016). The task is: Predict the reactants needed to synthesize the given product. (1) The reactants are: CC1(C)C2C=CC=C(P(C3C=CC=CC=3)C3C=CC=CC=3)C=2OC2C1=CC=CC=2P(C1C=CC=CC=1)C1C=CC=CC=1.Br[C:44]1[N:49]=[C:48]([C@@:50]2([CH:69]([F:71])[F:70])[CH2:55][C@@H:54]([C:56]([F:59])([F:58])[F:57])[O:53][C:52]([NH:60][C:61](=[O:68])[C:62]3[CH:67]=[CH:66][CH:65]=[CH:64][CH:63]=3)=[N:51]2)[C:47]([F:72])=[CH:46][CH:45]=1.[Cl:73][C:74]1[CH:75]=[CH:76][C:77]([C:80]([NH2:82])=[O:81])=[N:78][CH:79]=1.C(=O)([O-])[O-].[Cs+].[Cs+]. Given the product [C:61]([NH:60][C:52]1[O:53][C@H:54]([C:56]([F:59])([F:58])[F:57])[CH2:55][C@@:50]([C:48]2[N:49]=[C:44]([NH:82][C:80](=[O:81])[C:77]3[CH:76]=[CH:75][C:74]([Cl:73])=[CH:79][N:78]=3)[CH:45]=[CH:46][C:47]=2[F:72])([CH:69]([F:71])[F:70])[N:51]=1)(=[O:68])[C:62]1[CH:67]=[CH:66][CH:65]=[CH:64][CH:63]=1, predict the reactants needed to synthesize it. (2) Given the product [CH2:5]([O:7][C:8](=[O:22])[C@@H:9]1[CH2:13][CH:12]([N:1]=[N+:2]=[N-:3])[CH2:11][N:10]1[C:19](=[O:21])[CH3:20])[CH3:6], predict the reactants needed to synthesize it. The reactants are: [N-:1]=[N+:2]=[N-:3].[Na+].[CH2:5]([O:7][C:8](=[O:22])[C@@H:9]1[CH2:13][CH:12](OS(C)(=O)=O)[CH2:11][N:10]1[C:19](=[O:21])[CH3:20])[CH3:6]. (3) Given the product [CH2:25]([O:39][C:2]1[CH:3]=[C:4]([C:8]2[N:9]=[CH:10][N:11]([CH3:23])[C:12]=2[C:13]2[S:22][C:16]3[N:17]=[CH:18][N:19]=[C:20]([NH2:21])[C:15]=3[CH:14]=2)[CH:5]=[CH:6][CH:7]=1)[CH2:26][CH2:27][CH3:28], predict the reactants needed to synthesize it. The reactants are: I[C:2]1[CH:3]=[C:4]([C:8]2[N:9]=[CH:10][N:11]([CH3:23])[C:12]=2[C:13]2[S:22][C:16]3[N:17]=[CH:18][N:19]=[C:20]([NH2:21])[C:15]=3[CH:14]=2)[CH:5]=[CH:6][CH:7]=1.N1C2[C:28](=[CH:25][CH:26]=[C:27]3C=2N=CC=[CH:28]3)[CH:27]=[CH:26][CH:25]=1.C(=O)([O-])[O-:39].[Cs+].[Cs+]. (4) The reactants are: Cl[C:2]1[C:3]([NH2:9])=[N:4][CH:5]=[N:6][C:7]=1Cl.[NH2:10][CH2:11][CH:12]1[CH2:17][CH2:16][N:15]([C:18]([O:20]C(C)(C)C)=O)[CH2:14][CH2:13]1.[O:25]([C:32]1[CH:37]=[CH:36][C:35](B(O)O)=[CH:34][CH:33]=1)[C:26]1[CH:31]=[CH:30][CH:29]=[CH:28][CH:27]=1.[C:41](O)(=O)C. Given the product [NH2:9][C:3]1[N:4]=[CH:5][N:6]=[C:7]([NH:10][CH2:11][CH:12]2[CH2:13][CH2:14][N:15]([C:18](=[O:20])[CH3:41])[CH2:16][CH2:17]2)[C:2]=1[C:29]1[CH:30]=[CH:31][C:26]([O:25][C:32]2[CH:37]=[CH:36][CH:35]=[CH:34][CH:33]=2)=[CH:27][CH:28]=1, predict the reactants needed to synthesize it. (5) Given the product [F:17][C:14]1[CH:13]=[CH:12][CH:11]=[C:10]2[C:15]=1[CH:16]=[C:8]([C:6]1[N:7]=[C:2]([O:52][CH3:51])[N:3]=[C:4]([C:25]3[C:26]([N:45]([CH3:50])[S:46]([CH3:49])(=[O:48])=[O:47])=[CH:27][C:28]4[O:32][C:31]([C:33]5[CH:34]=[CH:35][C:36]([F:39])=[CH:37][CH:38]=5)=[C:30]([C:40]([NH:41][CH3:42])=[O:43])[C:29]=4[CH:44]=3)[CH:5]=1)[NH:9]2, predict the reactants needed to synthesize it. The reactants are: Cl[C:2]1[N:7]=[C:6]([C:8]2[N:9](C(OC(C)(C)C)=O)[C:10]3[C:15]([CH:16]=2)=[C:14]([F:17])[CH:13]=[CH:12][CH:11]=3)[CH:5]=[C:4]([C:25]2[C:26]([N:45]([CH3:50])[S:46]([CH3:49])(=[O:48])=[O:47])=[CH:27][C:28]3[O:32][C:31]([C:33]4[CH:38]=[CH:37][C:36]([F:39])=[CH:35][CH:34]=4)=[C:30]([C:40](=[O:43])[NH:41][CH3:42])[C:29]=3[CH:44]=2)[N:3]=1.[CH3:51][O-:52].[Na+].Cl. (6) Given the product [Br:1][C:2]1[N:7]=[C:6]([NH:8][C:29]([C:26]2([C:24]3[CH:23]=[CH:22][C:20]4[O:21][C:17]([F:32])([F:16])[O:18][C:19]=4[CH:25]=3)[CH2:28][CH2:27]2)=[O:30])[CH:5]=[CH:4][CH:3]=1, predict the reactants needed to synthesize it. The reactants are: [Br:1][C:2]1[N:7]=[C:6]([NH2:8])[CH:5]=[CH:4][CH:3]=1.CCN(CC)CC.[F:16][C:17]1([F:32])[O:21][C:20]2[CH:22]=[CH:23][C:24]([C:26]3([C:29](Cl)=[O:30])[CH2:28][CH2:27]3)=[CH:25][C:19]=2[O:18]1. (7) Given the product [C:1]([C:5]1[CH:6]=[C:7]([CH:9]=[CH:10][CH:11]=1)[NH:8][CH2:12][CH2:13][CH2:14][CH3:15])([CH3:4])([CH3:2])[CH3:3], predict the reactants needed to synthesize it. The reactants are: [C:1]([C:5]1[CH:6]=[C:7]([CH:9]=[CH:10][CH:11]=1)[NH2:8])([CH3:4])([CH3:3])[CH3:2].[CH:12](=O)[CH2:13][CH2:14][CH3:15].